Dataset: Forward reaction prediction with 1.9M reactions from USPTO patents (1976-2016). Task: Predict the product of the given reaction. (1) Given the reactants [NH2:1][C:2]1[C:7]([CH3:8])=[CH:6][C:5]([CH3:9])=[CH:4][C:3]=1[C:10](=[O:12])[CH3:11].[C:13](#N)CC, predict the reaction product. The product is: [NH2:1][C:2]1[C:7]([CH3:8])=[CH:6][C:5]([CH3:9])=[CH:4][C:3]=1[C:10](=[O:12])[CH2:11][CH3:13]. (2) Given the reactants [Br:1][C:2]1[C:3]([NH:16][N:17]2[CH2:21][CH2:20][CH2:19][CH2:18]2)=[N:4][C:5]([N:9]2[C:13]([CH3:14])=[CH:12][CH:11]=[C:10]2[CH3:15])=[N:6][C:7]=1[CH3:8].[C:22](Cl)(=[O:25])[CH:23]=[CH2:24], predict the reaction product. The product is: [Br:1][C:2]1[C:3]([N:16]([N:17]2[CH2:21][CH2:20][CH2:19][CH2:18]2)[C:22](=[O:25])[CH:23]=[CH2:24])=[N:4][C:5]([N:9]2[C:13]([CH3:14])=[CH:12][CH:11]=[C:10]2[CH3:15])=[N:6][C:7]=1[CH3:8]. (3) Given the reactants [CH:1]([NH:4][C:5](=[O:14])[C:6]1[CH:11]=[CH:10][N:9]=[C:8]([O:12][CH3:13])[CH:7]=1)([CH3:3])[CH3:2].CN(CCN(C)C)C.C([Li])CCC.CCCCCC.CN([CH:37]=[O:38])C, predict the reaction product. The product is: [OH:38][CH:37]1[C:7]2[C:8]([O:12][CH3:13])=[N:9][CH:10]=[CH:11][C:6]=2[C:5](=[O:14])[N:4]1[CH:1]([CH3:3])[CH3:2]. (4) Given the reactants [C:1]([O:5][C:6]([N:8]1[CH2:13][C@H:12]([OH:14])[C@@H:11]([C:15]2[CH:20]=[CH:19][C:18]([O:21][CH2:22][CH:23]=[CH2:24])=[CH:17][CH:16]=2)[C@H:10]([O:25][CH2:26][C@H:27]2[CH2:31][O:30][C:29]([CH3:33])([CH3:32])[O:28]2)[CH2:9]1)=[O:7])([CH3:4])([CH3:3])[CH3:2].Cl[CH2:35][C:36]1[CH:37]=[C:38]([O:46][CH3:47])[C:39]2[C:44]([CH:45]=1)=[CH:43][CH:42]=[CH:41][CH:40]=2, predict the reaction product. The product is: [C:1]([O:5][C:6]([N:8]1[CH2:13][C@H:12]([O:14][CH2:35][C:36]2[CH:37]=[C:38]([O:46][CH3:47])[C:39]3[C:44](=[CH:43][CH:42]=[CH:41][CH:40]=3)[CH:45]=2)[C@@H:11]([C:15]2[CH:16]=[CH:17][C:18]([O:21][CH2:22][CH:23]=[CH2:24])=[CH:19][CH:20]=2)[C@H:10]([O:25][CH2:26][C@H:27]2[CH2:31][O:30][C:29]([CH3:33])([CH3:32])[O:28]2)[CH2:9]1)=[O:7])([CH3:2])([CH3:3])[CH3:4]. (5) Given the reactants [CH3:1][O:2][C:3]1[CH:17]=[C:16]([O:18][CH3:19])[CH:15]=[CH:14][C:4]=1[CH2:5][N:6]1[C:10](=[O:11])[CH2:9][NH:8][S:7]1(=[O:13])=[O:12].[CH3:20][O:21][C:22]([C:24]1[CH:25]=[C:26](B(O)O)[CH:27]=[CH:28][CH:29]=1)=[O:23].C([O-])([O-])=O.[Cs+].[Cs+], predict the reaction product. The product is: [CH3:20][O:21][C:22](=[O:23])[C:24]1[CH:25]=[CH:26][CH:27]=[C:28]([N:8]2[CH2:9][C:10](=[O:11])[N:6]([CH2:5][C:4]3[CH:14]=[CH:15][C:16]([O:18][CH3:19])=[CH:17][C:3]=3[O:2][CH3:1])[S:7]2(=[O:13])=[O:12])[CH:29]=1. (6) Given the reactants O[C@@H:2]([C:16]1[CH:21]=[CH:20][C:19]([N+:22]([O-:24])=[O:23])=[CH:18][CH:17]=1)[CH2:3][N:4]([CH2:12][CH2:13][CH2:14][OH:15])[C:5](=[O:11])[O:6][C:7]([CH3:10])([CH3:9])[CH3:8].C1(P(C2C=CC=CC=2)C2C=CC=CC=2)C=CC=CC=1.[N+](C(OC(C)C)=O)(C(OC(C)C)=O)=[N-], predict the reaction product. The product is: [N+:22]([C:19]1[CH:20]=[CH:21][C:16]([C@H:2]2[CH2:3][N:4]([C:5]([O:6][C:7]([CH3:10])([CH3:9])[CH3:8])=[O:11])[CH2:12][CH2:13][CH2:14][O:15]2)=[CH:17][CH:18]=1)([O-:24])=[O:23]. (7) Given the reactants [NH2:1][C:2]1[S:3][C:4]2[CH2:15][CH:14]([CH2:16][C:17]([O:19][CH2:20][CH3:21])=[O:18])[CH2:13][CH2:12][C:5]=2[C:6]=1[C:7](OCC)=[O:8].[CH:22]([NH2:24])=O, predict the reaction product. The product is: [O:8]=[C:7]1[NH:24][CH:22]=[N:1][C:2]2[S:3][C:4]3[CH2:15][CH:14]([CH2:16][C:17]([O:19][CH2:20][CH3:21])=[O:18])[CH2:13][CH2:12][C:5]=3[C:6]1=2. (8) Given the reactants C(OC([N:8]1[CH2:16][C:15]2[C:10](=[CH:11][CH:12]=[CH:13][CH:14]=2)[CH:9]1C1C=C(Cl)C=CC=1OCC=C)=O)(C)(C)C.CN1C(=O)CC(=O)N(C)C1=O, predict the reaction product. The product is: [CH2:9]1[C:10]2[C:15](=[CH:14][CH:13]=[CH:12][CH:11]=2)[CH2:16][NH:8]1. (9) The product is: [Cl:16][C:17]1[N:22]=[C:21]2[N:23]=[C:24]([CH2:26][N:27]3[CH2:32][CH2:31][O:30][CH2:29][CH2:28]3)[N:25]([C:9]([O:11][C:12]([CH3:13])([CH3:14])[CH3:15])=[O:10])[C:20]2=[CH:19][CH:18]=1. Given the reactants [C:9](O[C:9]([O:11][C:12]([CH3:15])([CH3:14])[CH3:13])=[O:10])([O:11][C:12]([CH3:15])([CH3:14])[CH3:13])=[O:10].[Cl:16][C:17]1[N:22]=[C:21]2[N:23]=[C:24]([CH2:26][N:27]3[CH2:32][CH2:31][O:30][CH2:29][CH2:28]3)[NH:25][C:20]2=[CH:19][CH:18]=1.CN(C1C=CC=CN=1)C, predict the reaction product. (10) Given the reactants [CH2:1]([C:5]1[C:6]([C:12]2[CH:17]=[CH:16][C:15]([O:18][CH:19]3[CH2:24][CH2:23][CH2:22][CH2:21][CH2:20]3)=[CH:14][CH:13]=2)=[CH:7][C:8](=O)[NH:9][N:10]=1)[CH2:2][CH2:3][CH3:4].P(Cl)(Cl)([Cl:27])=O, predict the reaction product. The product is: [CH2:1]([C:5]1[N:10]=[N:9][C:8]([Cl:27])=[CH:7][C:6]=1[C:12]1[CH:17]=[CH:16][C:15]([O:18][CH:19]2[CH2:24][CH2:23][CH2:22][CH2:21][CH2:20]2)=[CH:14][CH:13]=1)[CH2:2][CH2:3][CH3:4].